From a dataset of Reaction yield outcomes from USPTO patents with 853,638 reactions. Predict the reaction yield, written as a fraction of the theoretical maximum amount of product (1.0 means a 100% yield; for example, 0.34 means a 34% yield). (1) The reactants are [CH2:1]([S:5][S:5][CH2:1][CH2:2][CH2:3][CH3:4])[CH2:2][CH2:3][CH3:4].[C:11]1([CH3:20])[CH:16]=[CH:15][C:14]([S:17]([O-:19])=[O:18])=[CH:13][CH:12]=1.[Na+].II. No catalyst specified. The product is [C:11]1([CH3:20])[CH:16]=[CH:15][C:14]([S:17](=[O:19])([S:5][CH2:1][CH2:2][CH2:3][CH3:4])=[O:18])=[CH:13][CH:12]=1. The yield is 1.00. (2) The reactants are [H-].[Na+].C(OP([CH2:11][C:12]([O:14][CH2:15][CH3:16])=[O:13])(OCC)=O)C.[C:17]1(=O)[CH2:20][CH2:19][CH2:18]1. The catalyst is C1COCC1. The product is [C:17]1(=[CH:11][C:12]([O:14][CH2:15][CH3:16])=[O:13])[CH2:20][CH2:19][CH2:18]1. The yield is 0.160. (3) The reactants are [F:1][C:2]1[CH:10]=[CH:9][CH:8]=[C:7]2[C:3]=1[C:4]1([C:23]3[C:14](=[CH:15][C:16]4[O:21][CH2:20][CH2:19][O:18][C:17]=4[CH:22]=3)[O:13][CH2:12]1)[C:5](=[O:11])[NH:6]2.Cl.Cl[CH2:26][C:27]1[C:32]([C:33]([F:36])([F:35])[F:34])=[CH:31][CH:30]=[CH:29][N:28]=1.C(=O)([O-])[O-].[Cs+].[Cs+]. The catalyst is CN(C=O)C. The product is [F:1][C:2]1[CH:10]=[CH:9][CH:8]=[C:7]2[C:3]=1[C:4]1([C:23]3[C:14](=[CH:15][C:16]4[O:21][CH2:20][CH2:19][O:18][C:17]=4[CH:22]=3)[O:13][CH2:12]1)[C:5](=[O:11])[N:6]2[CH2:26][C:27]1[C:32]([C:33]([F:35])([F:34])[F:36])=[CH:31][CH:30]=[CH:29][N:28]=1. The yield is 0.820. (4) The reactants are CN(C)C=O.C(Cl)(=O)C(Cl)=O.[Cl:12][C:13]1[CH:18]=[CH:17][N:16]=[C:15]([C:19]([OH:21])=[O:20])[CH:14]=1.[CH:22](O)([CH3:24])[CH3:23]. The catalyst is ClCCl.C(=O)(O)[O-].[Na+].O. The product is [CH:22]([O:20][C:19](=[O:21])[C:15]1[CH:14]=[C:13]([Cl:12])[CH:18]=[CH:17][N:16]=1)([CH3:24])[CH3:23]. The yield is 0.870. (5) The reactants are [Cl:1][C:2]1[CH:13]=[CH:12][C:5]2[NH:6][C:7](=[O:11])[O:8][C:9](=[O:10])[C:4]=2[CH:3]=1.[H-].[Na+].[CH2:16](Br)[C:17]1[CH:22]=[CH:21][CH:20]=[CH:19][CH:18]=1. The catalyst is CN(C=O)C. The product is [CH2:16]([N:6]1[C:5]2[CH:12]=[CH:13][C:2]([Cl:1])=[CH:3][C:4]=2[C:9](=[O:10])[O:8][C:7]1=[O:11])[C:17]1[CH:22]=[CH:21][CH:20]=[CH:19][CH:18]=1. The yield is 0.900. (6) The reactants are [Br:1][C:2]1[CH:7]=[CH:6][C:5]([C:8]2[CH:13]=[CH:12][C:11]([Br:14])=[CH:10][C:9]=2[CH2:15]O)=[C:4]([CH2:17][OH:18])[CH:3]=1.Br. The catalyst is C1COCC1. The product is [Br:14][C:11]1[CH:12]=[CH:13][C:8]2[C:5]3[CH:6]=[CH:7][C:2]([Br:1])=[CH:3][C:4]=3[CH2:17][O:18][CH2:15][C:9]=2[CH:10]=1. The yield is 0.480.